From a dataset of Catalyst prediction with 721,799 reactions and 888 catalyst types from USPTO. Predict which catalyst facilitates the given reaction. Reactant: [CH3:1][N:2]1[C:6]([CH3:7])=[CH:5][C:4]([NH2:8])=[N:3]1.Br[C:10]1[C:11](=[O:18])[N:12]([CH3:17])[N:13]=[C:14]([Cl:16])[CH:15]=1.C1(P(C2C=CC=CC=2)C2C3OC4C(=CC=CC=4P(C4C=CC=CC=4)C4C=CC=CC=4)C(C)(C)C=3C=CC=2)C=CC=CC=1.C(=O)([O-])[O-].[Cs+].[Cs+]. Product: [Cl:16][C:14]1[CH:15]=[C:10]([NH:8][C:4]2[CH:5]=[C:6]([CH3:7])[N:2]([CH3:1])[N:3]=2)[C:11](=[O:18])[N:12]([CH3:17])[N:13]=1. The catalyst class is: 62.